From a dataset of NCI-60 drug combinations with 297,098 pairs across 59 cell lines. Regression. Given two drug SMILES strings and cell line genomic features, predict the synergy score measuring deviation from expected non-interaction effect. (1) Drug 1: CC1=C2C(C(=O)C3(C(CC4C(C3C(C(C2(C)C)(CC1OC(=O)C(C(C5=CC=CC=C5)NC(=O)C6=CC=CC=C6)O)O)OC(=O)C7=CC=CC=C7)(CO4)OC(=O)C)O)C)OC(=O)C. Drug 2: C(=O)(N)NO. Cell line: U251. Synergy scores: CSS=20.4, Synergy_ZIP=0.748, Synergy_Bliss=2.36, Synergy_Loewe=-36.6, Synergy_HSA=-1.03. (2) Drug 1: CN(C)N=NC1=C(NC=N1)C(=O)N. Drug 2: CC(C)(C#N)C1=CC(=CC(=C1)CN2C=NC=N2)C(C)(C)C#N. Cell line: NCIH23. Synergy scores: CSS=-0.517, Synergy_ZIP=-2.62, Synergy_Bliss=-6.92, Synergy_Loewe=-5.80, Synergy_HSA=-5.80.